From a dataset of Reaction yield outcomes from USPTO patents with 853,638 reactions. Predict the reaction yield, written as a fraction of the theoretical maximum amount of product (1.0 means a 100% yield; for example, 0.34 means a 34% yield). (1) The reactants are [H-].[Na+].[NH:3]1[CH:7]=[CH:6][N:5]=[CH:4]1.Br[CH2:9][CH2:10][CH2:11][CH2:12][C:13]([O:15][CH3:16])=[O:14].O. The catalyst is CN(C)C=O. The product is [N:3]1([CH2:9][CH2:10][CH2:11][CH2:12][C:13]([O:15][CH3:16])=[O:14])[CH:7]=[CH:6][N:5]=[CH:4]1. The yield is 0.820. (2) The reactants are [CH2:1]([NH:4][CH2:5][CH2:6][O:7][C:8]1[CH:17]=[CH:16][CH:15]=[C:14]2[C:9]=1[C:10]([NH:18][C:19]1[CH:24]=[CH:23][C:22]([O:25][CH2:26][C:27]3[CH:32]=[CH:31][CH:30]=[CH:29][N:28]=3)=[C:21]([Cl:33])[CH:20]=1)=[N:11][CH:12]=[N:13]2)[CH:2]=[CH2:3].[C:34](Cl)(=[O:36])[CH3:35]. No catalyst specified. The product is [CH2:1]([N:4]([CH2:5][CH2:6][O:7][C:8]1[CH:17]=[CH:16][CH:15]=[C:14]2[C:9]=1[C:10]([NH:18][C:19]1[CH:24]=[CH:23][C:22]([O:25][CH2:26][C:27]3[CH:32]=[CH:31][CH:30]=[CH:29][N:28]=3)=[C:21]([Cl:33])[CH:20]=1)=[N:11][CH:12]=[N:13]2)[C:34](=[O:36])[CH3:35])[CH:2]=[CH2:3]. The yield is 0.470.